From a dataset of Forward reaction prediction with 1.9M reactions from USPTO patents (1976-2016). Predict the product of the given reaction. Given the reactants Cl[C:2]1[CH:7]=[C:6]([O:8][C:9]2[C:14]([F:15])=[CH:13][C:12]([NH:16][C:17]([C:19]3([C:22]([NH:24][C:25]4[CH:30]=[CH:29][C:28]([F:31])=[CH:27][CH:26]=4)=[O:23])[CH2:21][CH2:20]3)=[O:18])=[C:11]([F:32])[CH:10]=2)[CH:5]=[CH:4][N:3]=1.[C:33]([NH2:37])(=[O:36])[CH2:34][CH3:35].CC1(C)C2C(=C(P(C3C=CC=CC=3)C3C=CC=CC=3)C=CC=2)OC2C(P(C3C=CC=CC=3)C3C=CC=CC=3)=CC=CC1=2.C(=O)([O-])[O-].[Cs+].[Cs+], predict the reaction product. The product is: [F:32][C:11]1[CH:10]=[C:9]([O:8][C:6]2[CH:5]=[CH:4][N:3]=[C:2]([NH:37][C:33](=[O:36])[CH2:34][CH3:35])[CH:7]=2)[C:14]([F:15])=[CH:13][C:12]=1[NH:16][C:17]([C:19]1([C:22]([NH:24][C:25]2[CH:30]=[CH:29][C:28]([F:31])=[CH:27][CH:26]=2)=[O:23])[CH2:21][CH2:20]1)=[O:18].